Dataset: Catalyst prediction with 721,799 reactions and 888 catalyst types from USPTO. Task: Predict which catalyst facilitates the given reaction. (1) Reactant: C[O:2][C:3]([C:5]1[CH:22]=[CH:21][C:8]2[NH:9][C:10]([C:12]3[C:20]4[C:15](=[CH:16][CH:17]=[CH:18][CH:19]=4)[NH:14][N:13]=3)=[N:11][C:7]=2[CH:6]=1)=[O:4].[OH-].[Na+]. Product: [NH:14]1[C:15]2[C:20](=[CH:19][CH:18]=[CH:17][CH:16]=2)[C:12]([C:10]2[NH:9][C:8]3[CH:21]=[CH:22][C:5]([C:3]([OH:4])=[O:2])=[CH:6][C:7]=3[N:11]=2)=[N:13]1. The catalyst class is: 30. (2) Product: [Cl:19][C:5]1[CH:4]=[CH:3][C:2]([NH:1][C:24]2[C:25](=[O:30])[C:26](=[O:27])[C:23]=2[O:22][CH2:20][CH3:21])=[C:7]([OH:8])[C:6]=1[S:9]([N:12]1[CH2:17][CH2:16][N:15]([CH3:18])[CH2:14][CH2:13]1)(=[O:11])=[O:10]. The catalyst class is: 8. Reactant: [NH2:1][C:2]1[C:7]([OH:8])=[C:6]([S:9]([N:12]2[CH2:17][CH2:16][N:15]([CH3:18])[CH2:14][CH2:13]2)(=[O:11])=[O:10])[C:5]([Cl:19])=[CH:4][CH:3]=1.[CH2:20]([O:22][C:23]1[C:24](=O)[C:25](=[O:30])[C:26]=1[O:27]CC)[CH3:21].